From a dataset of Retrosynthesis with 50K atom-mapped reactions and 10 reaction types from USPTO. Predict the reactants needed to synthesize the given product. (1) Given the product CC(=O)CC(=O)Nc1c(C(=O)c2ccccc2)[nH]c2cc(Cl)ccc12, predict the reactants needed to synthesize it. The reactants are: CC(=O)CC(=O)OC(C)(C)C.Nc1c(C(=O)c2ccccc2)[nH]c2cc(Cl)ccc12. (2) Given the product O=C(Nc1nc(-c2ccccc2)c(-c2ccccc2)s1)c1ccccc1, predict the reactants needed to synthesize it. The reactants are: Nc1nc(-c2ccccc2)c(-c2ccccc2)s1.O=C(Cl)c1ccccc1. (3) Given the product COc1ccc2c(=O)[nH]c(-c3cc(C)c(OCCO)c(C)c3)nc2c1, predict the reactants needed to synthesize it. The reactants are: COc1ccc2c(=O)[nH]c(-c3cc(C)c(OCCO[Si](C)(C)C(C)(C)C)c(C)c3)nc2c1. (4) The reactants are: Cc1ccc(S(=O)(=O)N2CCCC2CO)cc1. Given the product Cc1ccc(S(=O)(=O)N2CCCC2C=O)cc1, predict the reactants needed to synthesize it.